Dataset: Full USPTO retrosynthesis dataset with 1.9M reactions from patents (1976-2016). Task: Predict the reactants needed to synthesize the given product. (1) Given the product [CH3:50][O:49][C:46]1[CH:47]=[C:48]2[C:43](=[CH:44][C:45]=1[O:51][CH3:52])[N:42]=[CH:41][N:40]=[C:6]2[N:8]1[CH2:12][CH:11]([O:13][C:14]2[CH:23]=[N:22][C:21]3[C:16](=[CH:17][CH:18]=[CH:19][CH:20]=3)[N:15]=2)[CH:10]([O:24][CH3:25])[CH2:9]1, predict the reactants needed to synthesize it. The reactants are: C(O[C:6]([N:8]1[CH2:12][CH:11]([O:13][C:14]2[CH:23]=[N:22][C:21]3[C:16](=[CH:17][CH:18]=[CH:19][CH:20]=3)[N:15]=2)[CH:10]([O:24][CH3:25])[CH2:9]1)=O)(C)(C)C.FC(F)(F)C(O)=O.C(=O)(O)[O-].[Na+].ClC1[C:48]2[C:43](=[CH:44][C:45]([O:51][CH3:52])=[C:46]([O:49][CH3:50])[CH:47]=2)[N:42]=[CH:41][N:40]=1.Cl. (2) The reactants are: [F:1][C:2]1[CH:3]=[C:4]([N:17]2[CH2:21][CH:20]([CH2:22][NH:23][C:24](=[O:26])[CH3:25])[O:19][C:18]2=[O:27])[CH:5]=[CH:6][C:7]=1[N:8]1[CH:12]=[C:11]([CH2:13][C:14](=[S:16])[NH2:15])[N:10]=[CH:9]1.Cl[CH2:29][C:30](=O)[CH3:31]. Given the product [F:1][C:2]1[CH:3]=[C:4]([N:17]2[CH2:21][C@H:20]([CH2:22][NH:23][C:24](=[O:26])[CH3:25])[O:19][C:18]2=[O:27])[CH:5]=[CH:6][C:7]=1[N:8]1[CH:12]=[C:11]([CH2:13][C:14]2[S:16][CH:29]=[C:30]([CH3:31])[N:15]=2)[N:10]=[CH:9]1, predict the reactants needed to synthesize it. (3) Given the product [Cl:1][C:2]1[CH:7]=[CH:6][CH:5]=[CH:4][C:3]=1[NH:8][C:9](=[O:36])[NH:10][C:11]1[CH:12]=[CH:13][C:14]([C:17]2[S:21][C:20]([CH:22]3[CH2:23][CH2:24][CH:25]([CH2:28][C:29]([OH:31])=[O:30])[CH2:26][CH2:27]3)=[N:19][CH:18]=2)=[CH:15][CH:16]=1, predict the reactants needed to synthesize it. The reactants are: [Cl:1][C:2]1[CH:7]=[CH:6][CH:5]=[CH:4][C:3]=1[NH:8][C:9](=[O:36])[NH:10][C:11]1[CH:16]=[CH:15][C:14]([C:17]2[S:21][C:20]([CH:22]3[CH2:27][CH2:26][CH:25]([CH2:28][C:29]([O:31]C(C)(C)C)=[O:30])[CH2:24][CH2:23]3)=[N:19][CH:18]=2)=[CH:13][CH:12]=1.[OH-].[Na+]. (4) The reactants are: Cl[C:2]1[C:7]([N+:8]([O-:10])=[O:9])=[CH:6][N:5]=[C:4]2[CH2:11][CH2:12][CH2:13][C:3]=12.[F:14][C:15]([F:31])([F:30])[C@H:16]1[CH2:21][NH:20][CH2:19][C@@H:18]([NH:22][C:23](=[O:29])[O:24][C:25]([CH3:28])([CH3:27])[CH3:26])[CH2:17]1.CCN(C(C)C)C(C)C. Given the product [N+:8]([C:7]1[C:2]([N:20]2[CH2:21][CH:16]([C:15]([F:31])([F:30])[F:14])[CH2:17][CH:18]([NH:22][C:23](=[O:29])[O:24][C:25]([CH3:27])([CH3:26])[CH3:28])[CH2:19]2)=[C:3]2[CH2:13][CH2:12][CH2:11][C:4]2=[N:5][CH:6]=1)([O-:10])=[O:9], predict the reactants needed to synthesize it. (5) The reactants are: [H-].[Na+].[NH:3]1[CH:7]=[CH:6][N:5]=[C:4]1[CH2:8][NH:9][C:10](=[O:12])[CH3:11].[CH3:13][Si:14]([CH3:21])([CH3:20])[CH2:15][CH2:16][O:17][CH2:18]Cl.O. Given the product [CH3:13][Si:14]([CH3:21])([CH3:20])[CH2:15][CH2:16][O:17][CH2:18][N:3]1[CH:7]=[CH:6][N:5]=[C:4]1[CH2:8][NH:9][C:10](=[O:12])[CH3:11], predict the reactants needed to synthesize it. (6) The reactants are: I[C:2]1[CH:7]=[CH:6][C:5]([O:8][C:9]([F:12])([F:11])[F:10])=[CH:4][CH:3]=1.[Cl:13][C:14]1[N:19]=[CH:18][C:17](B(O)O)=[CH:16][C:15]=1[CH3:23].C([O-])([O-])=O.[K+].[K+].C([O-])([O-])=O.[Na+].[Na+]. Given the product [Cl:13][C:14]1[C:15]([CH3:23])=[CH:16][C:17]([C:2]2[CH:7]=[CH:6][C:5]([O:8][C:9]([F:12])([F:11])[F:10])=[CH:4][CH:3]=2)=[CH:18][N:19]=1, predict the reactants needed to synthesize it. (7) Given the product [CH2:5]([NH:6][CH2:7][CH3:2])[CH3:4].[Cl:1][C:2]1[CH:3]=[C:4]([O:14][C:25]2[C:26]([F:28])=[CH:27][C:22]([C:21]([NH:20][S:17]([N:16]([CH3:32])[CH3:15])(=[O:19])=[O:18])=[O:31])=[C:23]([F:30])[CH:24]=2)[CH:5]=[N:6][C:7]=1[O:8][CH2:9][C:10]([F:13])([CH3:12])[CH3:11], predict the reactants needed to synthesize it. The reactants are: [Cl:1][C:2]1[CH:3]=[C:4]([OH:14])[CH:5]=[N:6][C:7]=1[O:8][CH2:9][C:10]([F:13])([CH3:12])[CH3:11].[CH3:15][N:16]([CH3:32])[S:17]([NH:20][C:21](=[O:31])[C:22]1[CH:27]=[C:26]([F:28])[C:25](F)=[CH:24][C:23]=1[F:30])(=[O:19])=[O:18]. (8) The reactants are: [S:1]([CH2:11][CH2:12][O:13][C:14](=[O:18])[C:15]([CH3:17])=[CH2:16])([C:4]1[CH:10]=[CH:9][C:7]([CH3:8])=[CH:6][CH:5]=1)(=[O:3])=[O:2].[OH:19][CH2:20][CH2:21][O:22][C:23](=[O:26])[CH:24]=[CH2:25].[CH3:27][O:28][C:29](=[O:33])[C:30]([CH3:32])=[CH2:31].CC(N=NC(C#N)(C)C)(C#N)C. Given the product [S:1]([CH2:11][CH2:12][O:13][C:14](=[O:18])[C:15]([CH3:17])=[CH2:16])([C:4]1[CH:5]=[CH:6][C:7]([CH3:8])=[CH:9][CH:10]=1)(=[O:3])=[O:2].[OH:19][CH2:20][CH2:21][O:22][C:23](=[O:26])[CH:24]=[CH2:25].[CH3:27][O:28][C:29](=[O:33])[C:30]([CH3:32])=[CH2:31], predict the reactants needed to synthesize it.